Dataset: Reaction yield outcomes from USPTO patents with 853,638 reactions. Task: Predict the reaction yield, written as a fraction of the theoretical maximum amount of product (1.0 means a 100% yield; for example, 0.34 means a 34% yield). (1) The reactants are Cl[C:2]1[N:7]=[C:6]([NH:8][C:9]([C:11]2([C:14]3[CH:24]=[CH:23][C:17]4[O:18][C:19]([F:22])([F:21])[O:20][C:16]=4[CH:15]=3)[CH2:13][CH2:12]2)=[O:10])[CH:5]=[CH:4][C:3]=1[CH3:25].[O:26]=[C:27]1[CH:32]=[CH:31][C:30](B2OC(C)(C)C(C)(C)O2)=[CH:29][N:28]1[CH2:42][C:43]#[N:44].C(=O)([O-])[O-].[K+].[K+]. The catalyst is C1C=CC([P]([Pd]([P](C2C=CC=CC=2)(C2C=CC=CC=2)C2C=CC=CC=2)([P](C2C=CC=CC=2)(C2C=CC=CC=2)C2C=CC=CC=2)[P](C2C=CC=CC=2)(C2C=CC=CC=2)C2C=CC=CC=2)(C2C=CC=CC=2)C2C=CC=CC=2)=CC=1.COCCOC. The product is [C:43]([CH2:42][N:28]1[C:27](=[O:26])[CH:32]=[CH:31][C:30]([C:2]2[N:7]=[C:6]([NH:8][C:9]([C:11]3([C:14]4[CH:24]=[CH:23][C:17]5[O:18][C:19]([F:21])([F:22])[O:20][C:16]=5[CH:15]=4)[CH2:13][CH2:12]3)=[O:10])[CH:5]=[CH:4][C:3]=2[CH3:25])=[CH:29]1)#[N:44]. The yield is 0.0610. (2) The reactants are [CH2:1]([N:8]1[CH2:13][CH2:12][CH:11]([N:14]([CH3:35])[C:15](=[O:34])[CH2:16][O:17][C:18]2[N:23]=[C:22]([CH3:24])[C:21]([NH:25]C(=O)OC(C)(C)C)=[C:20]([CH3:33])[N:19]=2)[CH2:10][CH2:9]1)[C:2]1[CH:7]=[CH:6][CH:5]=[CH:4][CH:3]=1.C(OC(NC1C(C)=NC(OCC(O)=O)=NC=1C)=O)(C)(C)C.Cl. The catalyst is C(Cl)(Cl)Cl. The product is [NH2:25][C:21]1[C:22]([CH3:24])=[N:23][C:18]([O:17][CH2:16][C:15]([N:14]([CH:11]2[CH2:12][CH2:13][N:8]([CH2:1][C:2]3[CH:3]=[CH:4][CH:5]=[CH:6][CH:7]=3)[CH2:9][CH2:10]2)[CH3:35])=[O:34])=[N:19][C:20]=1[CH3:33]. The yield is 1.04.